Dataset: Forward reaction prediction with 1.9M reactions from USPTO patents (1976-2016). Task: Predict the product of the given reaction. (1) Given the reactants [OH-].[Na+].[CH3:3][N:4]([CH3:27])[CH:5]1[CH2:10][CH2:9][N:8]([C:11](=[O:26])[CH2:12][CH2:13][C:14]2[N:15]([CH2:19][CH2:20][C:21]([O:23]CC)=[O:22])[CH:16]=[CH:17][N:18]=2)[CH2:7][CH2:6]1.Cl, predict the reaction product. The product is: [CH3:27][N:4]([CH3:3])[CH:5]1[CH2:10][CH2:9][N:8]([C:11](=[O:26])[CH2:12][CH2:13][C:14]2[N:15]([CH2:19][CH2:20][C:21]([OH:23])=[O:22])[CH:16]=[CH:17][N:18]=2)[CH2:7][CH2:6]1. (2) Given the reactants [CH3:1][O:2][C:3]1[CH:15]=[CH:14][C:6]2[S:7][CH:8]=[C:9]([S:10](Cl)(=[O:12])=[O:11])[C:5]=2[CH:4]=1.[NH3:16], predict the reaction product. The product is: [CH3:1][O:2][C:3]1[CH:15]=[CH:14][C:6]2[S:7][CH:8]=[C:9]([S:10]([NH2:16])(=[O:12])=[O:11])[C:5]=2[CH:4]=1. (3) Given the reactants [F:1][C:2]1[CH:7]=[C:6]([N:8]2[CH:12]=[C:11]([CH3:13])[N:10]=[CH:9]2)[C:5]([O:14][CH3:15])=[CH:4][C:3]=1/[CH:16]=[CH:17]/[C:18]([NH:20][NH:21][C:22](=[O:37])[CH:23]([C:28]1[CH:33]=[C:32]([F:34])[C:31]([F:35])=[C:30]([F:36])[CH:29]=1)[CH2:24][CH2:25][CH2:26][Cl:27])=O, predict the reaction product. The product is: [Cl:27][CH2:26][CH2:25][CH2:24][CH:23]([C:22]1[O:37][C:18](/[CH:17]=[CH:16]/[C:3]2[CH:4]=[C:5]([O:14][CH3:15])[C:6]([N:8]3[CH:12]=[C:11]([CH3:13])[N:10]=[CH:9]3)=[CH:7][C:2]=2[F:1])=[N:20][N:21]=1)[C:28]1[CH:33]=[C:32]([F:34])[C:31]([F:35])=[C:30]([F:36])[CH:29]=1.